The task is: Predict the product of the given reaction.. This data is from Forward reaction prediction with 1.9M reactions from USPTO patents (1976-2016). (1) Given the reactants [NH:1]1[CH:5]=[CH:4][CH:3]=[C:2]1[C:6]([O:8]C)=O.[C:10]1([C@@H:16]([NH2:18])[CH3:17])[CH:15]=[CH:14][CH:13]=[CH:12][CH:11]=1, predict the reaction product. The product is: [C:10]1([C@@H:16]([NH:18][C:6]([C:2]2[NH:1][CH:5]=[CH:4][CH:3]=2)=[O:8])[CH3:17])[CH:15]=[CH:14][CH:13]=[CH:12][CH:11]=1. (2) Given the reactants [OH-].[Na+].[CH3:3][O:4][C:5]1[CH:6]=[C:7]([CH:10]=[CH:11][C:12]=1[O:13][CH2:14][CH3:15])[CH:8]=O.Cl.[CH3:17][C:18]([CH3:20])=[O:19], predict the reaction product. The product is: [CH3:3][O:4][C:5]1[CH:6]=[C:7]([CH:8]=[CH:17][C:18](=[O:19])[CH3:20])[CH:10]=[CH:11][C:12]=1[O:13][CH2:14][CH3:15]. (3) Given the reactants FC(F)(F)C(O)=O.[CH3:8][O:9][C:10]1[CH:29]=[C:28]([NH:30][CH3:31])[C:27]([N+:32]([O-:34])=[O:33])=[CH:26][C:11]=1[O:12][C:13]1[CH:18]=[CH:17][N:16]=[C:15]([C:19]([O:21]C(C)(C)C)=[O:20])[CH:14]=1, predict the reaction product. The product is: [CH3:8][O:9][C:10]1[CH:29]=[C:28]([NH:30][CH3:31])[C:27]([N+:32]([O-:34])=[O:33])=[CH:26][C:11]=1[O:12][C:13]1[CH:18]=[CH:17][N:16]=[C:15]([C:19]([OH:21])=[O:20])[CH:14]=1. (4) Given the reactants [CH2:1]([O:3][C:4]([C:6]1[CH:7]=[N:8][N:9]2[C:14]([C:15]3[CH:20]=[CH:19][CH:18]=[C:17]([NH2:21])[CH:16]=3)=[CH:13][CH:12]=[N:11][C:10]=12)=[O:5])[CH3:2].N1C=CC=CC=1.[F:28][C:29]([F:40])([F:39])[C:30]1[CH:31]=[C:32]([CH:36]=[CH:37][CH:38]=1)[C:33](Cl)=[O:34], predict the reaction product. The product is: [CH2:1]([O:3][C:4]([C:6]1[CH:7]=[N:8][N:9]2[C:14]([C:15]3[CH:20]=[CH:19][CH:18]=[C:17]([NH:21][C:33](=[O:34])[C:32]4[CH:36]=[CH:37][CH:38]=[C:30]([C:29]([F:28])([F:39])[F:40])[CH:31]=4)[CH:16]=3)=[CH:13][CH:12]=[N:11][C:10]=12)=[O:5])[CH3:2]. (5) Given the reactants CCN(C(C)C)C(C)C.[Cl:10][C:11]1[N:16]=[CH:15][N:14]=[C:13]([CH2:17][C:18]2[CH:23]=[CH:22][C:21]([NH2:24])=[CH:20][CH:19]=2)[CH:12]=1.[CH2:25]([C:27]1[CH:32]=[CH:31][C:30]([N:33]=[C:34]=[O:35])=[CH:29][CH:28]=1)[CH3:26], predict the reaction product. The product is: [Cl:10][C:11]1[N:16]=[CH:15][N:14]=[C:13]([CH2:17][C:18]2[CH:23]=[CH:22][C:21]([NH:24][C:34]([NH:33][C:30]3[CH:31]=[CH:32][C:27]([CH2:25][CH3:26])=[CH:28][CH:29]=3)=[O:35])=[CH:20][CH:19]=2)[CH:12]=1. (6) Given the reactants C(OC([N:8]1[CH2:16][C:15]2[C:10](=[CH:11][C:12]([CH:20]3[CH2:25][CH2:24][O:23][CH2:22][CH2:21]3)=[C:13]([CH:17]3[CH2:19][CH2:18]3)[CH:14]=2)[CH2:9]1)=O)(C)(C)C.[F:26][C:27]([F:32])([F:31])[C:28]([OH:30])=[O:29], predict the reaction product. The product is: [F:26][C:27]([F:32])([F:31])[C:28]([OH:30])=[O:29].[CH:17]1([C:13]2[CH:14]=[C:15]3[C:10](=[CH:11][C:12]=2[CH:20]2[CH2:25][CH2:24][O:23][CH2:22][CH2:21]2)[CH2:9][NH:8][CH2:16]3)[CH2:18][CH2:19]1.